From a dataset of Reaction yield outcomes from USPTO patents with 853,638 reactions. Predict the reaction yield, written as a fraction of the theoretical maximum amount of product (1.0 means a 100% yield; for example, 0.34 means a 34% yield). The reactants are [Cl:1][C:2]1[CH:7]=[CH:6][C:5]([C@@:8]2([OH:25])[CH2:13][CH2:12][CH:11]([C:14](=[O:22])[C@@H:15]([NH:19][CH:20]=O)[CH:16]([CH3:18])[CH3:17])[CH2:10][C:9]2([CH3:24])[CH3:23])=[CH:4][CH:3]=1.O=P(Cl)(Cl)Cl. The catalyst is C(Cl)Cl. The product is [Cl:1][C:2]1[CH:3]=[CH:4][C:5]([C@@:8]2([OH:25])[CH2:13][CH2:12][CH:11]([C:14](=[O:22])[C@@H:15]([N+:19]#[C-:20])[CH:16]([CH3:18])[CH3:17])[CH2:10][C:9]2([CH3:23])[CH3:24])=[CH:6][CH:7]=1. The yield is 0.820.